Task: Predict the product of the given reaction.. Dataset: Forward reaction prediction with 1.9M reactions from USPTO patents (1976-2016) Given the reactants [C:1]([O:5][C:6]([N:8]1[CH2:13][CH2:12][N:11]([CH2:14][C:15]([N:17]2[C:25]3[C:20](=[CH:21][CH:22]=[C:23]([C:26]([CH3:28])=[CH2:27])[CH:24]=3)[CH2:19][CH2:18]2)=[O:16])[CH2:10][C@H:9]1[CH3:29])=[O:7])([CH3:4])([CH3:3])[CH3:2], predict the reaction product. The product is: [C:1]([O:5][C:6]([N:8]1[CH2:13][CH2:12][N:11]([CH2:14][C:15]([N:17]2[C:25]3[C:20](=[CH:21][CH:22]=[C:23]([CH:26]([CH3:28])[CH3:27])[CH:24]=3)[CH2:19][CH2:18]2)=[O:16])[CH2:10][C@H:9]1[CH3:29])=[O:7])([CH3:4])([CH3:3])[CH3:2].